From a dataset of Forward reaction prediction with 1.9M reactions from USPTO patents (1976-2016). Predict the product of the given reaction. Given the reactants [CH2:1]([O:8][CH2:9][N:10]1[C:18]2[C:17]([NH2:19])=[N:16][C:15]([CH2:20][CH2:21][CH2:22][CH3:23])=[N:14][C:13]=2[C:12](I)=[C:11]1[CH3:25])[C:2]1[CH:7]=[CH:6][CH:5]=[CH:4][CH:3]=1.[CH2:26]([N:30]1[CH2:35][CH2:34][CH2:33][CH2:32][CH2:31]1)[CH2:27][C:28]#[CH:29], predict the reaction product. The product is: [CH2:1]([O:8][CH2:9][N:10]1[C:18]2[C:17]([NH2:19])=[N:16][C:15]([CH2:20][CH2:21][CH2:22][CH3:23])=[N:14][C:13]=2[C:12]([C:29]#[C:28][CH2:27][CH2:26][N:30]2[CH2:35][CH2:34][CH2:33][CH2:32][CH2:31]2)=[C:11]1[CH3:25])[C:2]1[CH:7]=[CH:6][CH:5]=[CH:4][CH:3]=1.